This data is from Catalyst prediction with 721,799 reactions and 888 catalyst types from USPTO. The task is: Predict which catalyst facilitates the given reaction. (1) Reactant: [CH2:1]([O:3][C:4](=[O:17])[CH2:5][C:6](=O)[CH2:7][C:8](=O)[C:9]1[CH:14]=[CH:13][CH:12]=[CH:11][CH:10]=1)[CH3:2].[NH2:18][NH2:19]. Product: [CH2:1]([O:3][C:4](=[O:17])[CH2:5][C:6]1[CH:7]=[C:8]([C:9]2[CH:14]=[CH:13][CH:12]=[CH:11][CH:10]=2)[NH:19][N:18]=1)[CH3:2]. The catalyst class is: 5. (2) Reactant: [CH3:1][O:2][C:3]1[CH:4]=[C:5]([CH:9]=[CH:10][C:11]=1[O:12][CH3:13])[C:6](Cl)=[O:7].[CH2:14]([O:16][C:17](=[O:29])[C:18]([C:22]1[CH:27]=[CH:26][C:25]([NH2:28])=[CH:24][CH:23]=1)([C:20]#[N:21])[CH3:19])[CH3:15].C(N(CC)CC)C. Product: [CH2:14]([O:16][C:17](=[O:29])[C:18]([C:20]#[N:21])([C:22]1[CH:23]=[CH:24][C:25]([NH:28][C:6](=[O:7])[C:5]2[CH:9]=[CH:10][C:11]([O:12][CH3:13])=[C:3]([O:2][CH3:1])[CH:4]=2)=[CH:26][CH:27]=1)[CH3:19])[CH3:15]. The catalyst class is: 2. (3) Reactant: [Br:1][C:2]1[CH:7]=[C:6]([F:8])[CH:5]=[CH:4][C:3]=1[S:9](Cl)(=[O:11])=[O:10].[NH2:13][C:14]1[C:23]([C:24]([O:26][CH3:27])=[O:25])=[C:22]2[C:17]([C:18]3[CH:30]=[CH:29][O:28][C:19]=3[CH:20]=[N:21]2)=[CH:16][CH:15]=1. Product: [Br:1][C:2]1[CH:7]=[C:6]([F:8])[CH:5]=[CH:4][C:3]=1[S:9]([NH:13][C:14]1[C:23]([C:24]([O:26][CH3:27])=[O:25])=[C:22]2[C:17]([C:18]3[CH:30]=[CH:29][O:28][C:19]=3[CH:20]=[N:21]2)=[CH:16][CH:15]=1)(=[O:11])=[O:10]. The catalyst class is: 17. (4) Reactant: [CH2:1]([O:3][C:4]([C:6]1[CH:11]=[CH:10][C:9]([CH2:12][C:13]2[CH2:14][CH2:15][N:16]([C:19]([O:21][C:22]([CH3:25])([CH3:24])[CH3:23])=[O:20])[CH2:17][CH:18]=2)=[C:8]([C:26]([F:29])([F:28])[F:27])[CH:7]=1)=[O:5])[CH3:2].C(Cl)Cl. Product: [CH2:1]([O:3][C:4]([C:6]1[CH:11]=[CH:10][C:9]([CH2:12][CH:13]2[CH2:14][CH2:15][N:16]([C:19]([O:21][C:22]([CH3:24])([CH3:25])[CH3:23])=[O:20])[CH2:17][CH2:18]2)=[C:8]([C:26]([F:29])([F:27])[F:28])[CH:7]=1)=[O:5])[CH3:2]. The catalyst class is: 19. (5) Reactant: [CH3:1][O:2][C:3]1[C:8]([O:9][CH3:10])=[C:7]([O:11][CH2:12][C:13]2[CH:18]=[CH:17][CH:16]=[CH:15][CH:14]=2)[C:6]([CH3:19])=[C:5]([CH2:20][CH2:21][CH2:22][CH2:23][CH2:24][CH2:25][CH2:26][CH2:27][CH2:28][O:29]C2CCCCO2)[N:4]=1.C1(C)C=CC(S(O)(=O)=O)=CC=1. Product: [CH3:1][O:2][C:3]1[C:8]([O:9][CH3:10])=[C:7]([O:11][CH2:12][C:13]2[CH:18]=[CH:17][CH:16]=[CH:15][CH:14]=2)[C:6]([CH3:19])=[C:5]([CH2:20][CH2:21][CH2:22][CH2:23][CH2:24][CH2:25][CH2:26][CH2:27][CH2:28][OH:29])[N:4]=1. The catalyst class is: 5. (6) Reactant: [C:1]([C:5]1[CH:10]=[CH:9][C:8](/[C:11](/[C:40]2[CH:45]=[CH:44][C:43]([C:46]3[NH:50][C:49]([C@@H:51]4[CH2:55][CH2:54][CH2:53][N:52]4[C:56](=[O:66])[C@@H:57]([NH:61][C:62]([O:64][CH3:65])=[O:63])[CH:58]([CH3:60])[CH3:59])=[N:48][CH:47]=3)=[CH:42][CH:41]=2)=[CH:12]\[C:13]2[CH:18]=[CH:17][C:16]([C:19]3[NH:23][C:22]([C@@H:24]4[CH2:28][CH2:27][CH2:26][N:25]4[C:29](=[O:39])[C@@H:30]([NH:34][C:35](=[O:38])[O:36][CH3:37])[CH:31]([CH3:33])[CH3:32])=[N:21][CH:20]=3)=[CH:15][CH:14]=2)=[CH:7][CH:6]=1)([CH3:4])([CH3:3])[CH3:2].C(O)(=O)C. Product: [C:1]([C:5]1[CH:10]=[CH:9][C:8]([CH:11]([C:40]2[CH:41]=[CH:42][C:43]([C:46]3[N:50]=[C:49]([C@@H:51]4[CH2:55][CH2:54][CH2:53][N:52]4[C:56](=[O:66])[C@@H:57]([NH:61][C:62]([O:64][CH3:65])=[O:63])[CH:58]([CH3:59])[CH3:60])[NH:48][CH:47]=3)=[CH:44][CH:45]=2)[CH2:12][C:13]2[CH:18]=[CH:17][C:16]([C:19]3[NH:23][C:22]([C@@H:24]4[CH2:28][CH2:27][CH2:26][N:25]4[C:29](=[O:39])[C@@H:30]([NH:34][C:35](=[O:38])[O:36][CH3:37])[CH:31]([CH3:33])[CH3:32])=[N:21][CH:20]=3)=[CH:15][CH:14]=2)=[CH:7][CH:6]=1)([CH3:2])([CH3:3])[CH3:4]. The catalyst class is: 19.